Dataset: Forward reaction prediction with 1.9M reactions from USPTO patents (1976-2016). Task: Predict the product of the given reaction. Given the reactants [C:1]([O:4][C@H:5]1[C@@H:13]([CH2:14][O:15][C:16](=[O:18])[CH3:17])[O:12][C@H:11]2[C@H:7]([N:8]=[C:9]([CH3:19])[O:10]2)[C@H:6]1[O:20][C:21](=[O:23])[CH3:22])(=[O:3])[CH3:2].[N:24]([CH2:27][CH2:28][O:29][CH2:30][CH2:31][OH:32])=[N+:25]=[N-:26].FC(F)(F)S(O[Si](C)(C)C)(=O)=O, predict the reaction product. The product is: [C:1]([O:4][C@@H:5]1[C@H:6]([O:20][C:21](=[O:23])[CH3:22])[C@@H:7]([NH:8][C:9](=[O:10])[CH3:19])[C@H:11]([O:32][CH2:31][CH2:30][O:29][CH2:28][CH2:27][N:24]=[N+:25]=[N-:26])[O:12][C@@H:13]1[CH2:14][O:15][C:16](=[O:18])[CH3:17])(=[O:3])[CH3:2].